From a dataset of Full USPTO retrosynthesis dataset with 1.9M reactions from patents (1976-2016). Predict the reactants needed to synthesize the given product. (1) Given the product [CH:1]1([C:6]2[CH:11]=[C:10]([NH:12][CH:13]3[CH2:18][CH2:17][O:16][CH2:15][CH2:14]3)[N:9]3[N:19]=[C:20]([C:22]4[C:31]([CH3:32])=[N:30][C:29]5[C:24](=[CH:25][CH:26]=[CH:27][CH:28]=5)[N:23]=4)[CH:21]=[C:8]3[N:7]=2)[CH2:2][CH2:3][CH2:4][CH2:5]1, predict the reactants needed to synthesize it. The reactants are: [C:1]1([C:6]2[CH:11]=[C:10]([NH:12][CH:13]3[CH2:18][CH2:17][O:16][CH2:15][CH2:14]3)[N:9]3[N:19]=[C:20]([C:22]4[C:31]([CH3:32])=[N:30][C:29]5[C:24](=[CH:25][CH:26]=[CH:27][CH:28]=5)[N:23]=4)[CH:21]=[C:8]3[N:7]=2)[CH2:5][CH2:4][CH2:3][CH:2]=1. (2) Given the product [NH2:1][C:2]1[N:6]([CH:7]2[CH2:13][O:12][CH2:11][CH2:10][N:9]([C:31]#[N:30])[CH2:8]2)[N:5]=[C:4]([C:14]2[CH:15]=[CH:16][C:17]([O:20][C:21]3[CH:26]=[CH:25][CH:24]=[CH:23][CH:22]=3)=[CH:18][CH:19]=2)[C:3]=1[C:27]([NH2:29])=[O:28], predict the reactants needed to synthesize it. The reactants are: [NH2:1][C:2]1[N:6]([CH:7]2[CH2:13][O:12][CH2:11][CH2:10][NH:9][CH2:8]2)[N:5]=[C:4]([C:14]2[CH:19]=[CH:18][C:17]([O:20][C:21]3[CH:26]=[CH:25][CH:24]=[CH:23][CH:22]=3)=[CH:16][CH:15]=2)[C:3]=1[C:27]([NH2:29])=[O:28].[NH2:30][C:31]1N(C2CCCN(C#N)C2)NC(C2C=CC(OC3C=CC=CC=3)=CC=2)(C(N)=O)C=1. (3) Given the product [CH:1]([C:4]1[CH:5]=[C:6]([C@@H:10]([NH:15][C:45]([C:41]2[CH:40]=[C:39]3[C:44](=[CH:43][CH:42]=2)[N:36]([CH2:35][C:32]2[CH:31]=[CH:30][C:29]([C:24]4[C:23]([C:21]([OH:22])=[O:20])=[CH:28][CH:27]=[CH:26][CH:25]=4)=[CH:34][CH:33]=2)[C:37]([CH3:49])=[C:38]3[CH3:48])=[O:46])[CH2:11][CH:12]([CH3:14])[CH3:13])[CH:7]=[CH:8][CH:9]=1)([CH3:3])[CH3:2], predict the reactants needed to synthesize it. The reactants are: [CH:1]([C:4]1[CH:5]=[C:6]([C@@H:10]([NH2:15])[CH2:11][CH:12]([CH3:14])[CH3:13])[CH:7]=[CH:8][CH:9]=1)([CH3:3])[CH3:2].C([O:20][C:21]([C:23]1[CH:28]=[CH:27][CH:26]=[CH:25][C:24]=1[C:29]1[CH:34]=[CH:33][C:32]([CH2:35][N:36]2[C:44]3[C:39](=[CH:40][C:41]([C:45](O)=[O:46])=[CH:42][CH:43]=3)[C:38]([CH3:48])=[C:37]2[CH3:49])=[CH:31][CH:30]=1)=[O:22])(C)(C)C. (4) Given the product [C:16]([O:20][C:21]([NH:23][C@H:24]1[CH2:28][CH2:27][N:26]([S:12]([C:10]2[C:11]3[C:2]([Br:1])=[CH:3][N:4]=[CH:5][C:6]=3[CH:7]=[CH:8][CH:9]=2)(=[O:14])=[O:13])[CH2:25]1)=[O:22])([CH3:19])([CH3:17])[CH3:18], predict the reactants needed to synthesize it. The reactants are: [Br:1][C:2]1[C:11]2[C:10]([S:12](Cl)(=[O:14])=[O:13])=[CH:9][CH:8]=[CH:7][C:6]=2[CH:5]=[N:4][CH:3]=1.[C:16]([O:20][C:21]([NH:23][C@H:24]1[CH2:28][CH2:27][NH:26][CH2:25]1)=[O:22])([CH3:19])([CH3:18])[CH3:17].C(N(CC)CC)C. (5) Given the product [C:16]([O:20][C:21]([N:23]1[CH2:26][CH:25]([NH:27][CH2:11][C:10]2[CH:13]=[CH:14][CH:15]=[C:8]([C:6]3[CH:5]=[CH:4][N:3]=[C:2]([Cl:1])[N:7]=3)[CH:9]=2)[CH2:24]1)=[O:22])([CH3:19])([CH3:17])[CH3:18], predict the reactants needed to synthesize it. The reactants are: [Cl:1][C:2]1[N:7]=[C:6]([C:8]2[CH:9]=[C:10]([CH:13]=[CH:14][CH:15]=2)[CH:11]=O)[CH:5]=[CH:4][N:3]=1.[C:16]([O:20][C:21]([N:23]1[CH2:26][CH:25]([NH2:27])[CH2:24]1)=[O:22])([CH3:19])([CH3:18])[CH3:17]. (6) Given the product [O:26]=[C:24]1[C:23]2[CH:27]=[CH:28][CH:29]=[CH:30][C:22]=2[S:21][C:20]([C:16]2[N:15]=[C:14]([CH2:31][S:3][CH2:2][C:1]([O:5][CH3:6])=[O:4])[CH:19]=[CH:18][CH:17]=2)=[N:25]1, predict the reactants needed to synthesize it. The reactants are: [C:1]([O:5][CH3:6])(=[O:4])[CH2:2][SH:3].[H-].[Na+].CS(O[C:14]1[CH:19]=[CH:18][CH:17]=[C:16]([C:20]2[S:21][C:22]3[CH:30]=[CH:29][CH:28]=[CH:27][C:23]=3[C:24](=[O:26])[N:25]=2)[N:15]=1)(=O)=O.[C:31](OCC)(=O)C. (7) Given the product [CH3:5][C:4]([N:8]1[CH2:16][C:15]2[C:10](=[CH:11][C:12]([C:17]3[CH:18]=[CH:19][C:20]([NH:23][C:24]([NH:26][C:27]4[CH:32]=[CH:31][CH:30]=[C:29]([C:33]([F:34])([F:36])[F:35])[CH:28]=4)=[O:25])=[CH:21][CH:22]=3)=[CH:13][CH:14]=2)[C:9]1=[O:37])([CH3:40])[C:3]([O:2][CH3:1])=[O:38], predict the reactants needed to synthesize it. The reactants are: [CH3:1][O:2][C:3](=[O:38])[C@H:4]([N:8]1[CH2:16][C:15]2[C:10](=[CH:11][C:12]([C:17]3[CH:22]=[CH:21][C:20]([NH:23][C:24]([NH:26][C:27]4[CH:32]=[CH:31][CH:30]=[C:29]([C:33]([F:36])([F:35])[F:34])[CH:28]=4)=[O:25])=[CH:19][CH:18]=3)=[CH:13][CH:14]=2)[C:9]1=[O:37])[CH:5](C)C.Br[C:40]1C=C2C(CN(C(C)(C)C(OC)=O)C2=O)=CC=1.CC1(C)C(C)(C)OB(C2C=CC(NC(NC3C=CC=C(C(F)(F)F)C=3)=O)=CC=2)O1. (8) Given the product [NH2:31][CH2:30][CH2:29][CH2:28][CH2:27][CH2:26][CH2:25][NH:24][C:17]([C:2]1[N:1]([CH2:6][CH:7]([CH3:9])[CH3:8])[CH:5]=[CH:4][CH:3]=1)=[O:18], predict the reactants needed to synthesize it. The reactants are: [NH:1]1[CH:5]=[CH:4][CH:3]=[CH:2]1.[CH2:6](Br)[CH:7]([CH3:9])[CH3:8].C(Cl)(=O)C(Cl)=O.[C:17]([NH:24][CH2:25][CH2:26][CH2:27][CH2:28][CH2:29][CH2:30][NH2:31])(OC(C)(C)C)=[O:18].